This data is from Forward reaction prediction with 1.9M reactions from USPTO patents (1976-2016). The task is: Predict the product of the given reaction. Given the reactants [N:1]1[CH:2]=[CH:3][N:4]2[C:9]=1[CH:8]=[CH:7][C:6]([O:10][C:11]1[CH:17]=[CH:16][C:14]([NH2:15])=[CH:13][CH:12]=1)=[N:5]2.[C:18](Cl)(=[O:25])[C:19]1[CH:24]=[CH:23][CH:22]=[CH:21][CH:20]=1, predict the reaction product. The product is: [N:1]1[CH:2]=[CH:3][N:4]2[C:9]=1[CH:8]=[CH:7][C:6]([O:10][C:11]1[CH:17]=[CH:16][C:14]([NH:15][C:18](=[O:25])[C:19]3[CH:24]=[CH:23][CH:22]=[CH:21][CH:20]=3)=[CH:13][CH:12]=1)=[N:5]2.